Dataset: Reaction yield outcomes from USPTO patents with 853,638 reactions. Task: Predict the reaction yield, written as a fraction of the theoretical maximum amount of product (1.0 means a 100% yield; for example, 0.34 means a 34% yield). The reactants are [ClH:1].Cl.[CH:3]1([CH2:6][NH:7][NH2:8])[CH2:5][CH2:4]1.[CH3:9][C:10]([CH3:17])([CH3:16])[C:11](=O)[CH2:12][C:13]#[N:14]. The catalyst is C(O)C. The product is [ClH:1].[C:10]([C:11]1[CH:12]=[C:13]([NH2:14])[N:7]([CH2:6][CH:3]2[CH2:5][CH2:4]2)[N:8]=1)([CH3:17])([CH3:16])[CH3:9]. The yield is 0.900.